The task is: Regression/Classification. Given a drug SMILES string, predict its absorption, distribution, metabolism, or excretion properties. Task type varies by dataset: regression for continuous measurements (e.g., permeability, clearance, half-life) or binary classification for categorical outcomes (e.g., BBB penetration, CYP inhibition). Dataset: cyp2d6_veith.. This data is from CYP2D6 inhibition data for predicting drug metabolism from PubChem BioAssay. The molecule is Cc1nn(-c2ccc(F)cc2)c(C)c1NS(=O)(=O)c1ccc2ccccc2c1. The result is 1 (inhibitor).